From a dataset of Reaction yield outcomes from USPTO patents with 853,638 reactions. Predict the reaction yield, written as a fraction of the theoretical maximum amount of product (1.0 means a 100% yield; for example, 0.34 means a 34% yield). (1) The reactants are [C:1]([C:3]1[C:4](=[NH:19])[O:5][C:6]2[C:11]([C:12]=1[C:13]1[CH:18]=[CH:17][CH:16]=[CH:15][CH:14]=1)=[CH:10][CH:9]=[CH:8][CH:7]=2)#[N:2].OC1C=CC=CC=1C(C1C=CC=CC=1)=O.C(#N)CC#N.N1CCCCC1. The catalyst is C(O)C. The product is [NH2:19][C:4]1[O:5][C:6]2[C:11]([CH:12]([C:13]3[CH:18]=[CH:17][CH:16]=[CH:15][CH:14]=3)[C:3]=1[C:1]#[N:2])=[CH:10][CH:9]=[CH:8][CH:7]=2. The yield is 0.0800. (2) The reactants are Cl[C:2]1[N:7]=[C:6]([NH:8][CH:9]2[CH2:13][CH2:12][CH2:11][CH2:10]2)[C:5]([N+:14]([O-:16])=[O:15])=[CH:4][N:3]=1.[NH2:17][C@H:18]1[CH2:23][CH2:22][C@H:21]([OH:24])[CH2:20][CH2:19]1.C(N(CC)C(C)C)(C)C. The catalyst is CN(C=O)C. The product is [CH:9]1([NH:8][C:6]2[C:5]([N+:14]([O-:16])=[O:15])=[CH:4][N:3]=[C:2]([NH:17][C@H:18]3[CH2:23][CH2:22][C@H:21]([OH:24])[CH2:20][CH2:19]3)[N:7]=2)[CH2:13][CH2:12][CH2:11][CH2:10]1. The yield is 0.880. (3) The reactants are [NH2:1][C:2]1[N:7]=[C:6](Cl)[CH:5]=[C:4](C)[N:3]=1.[CH2:10]([NH2:12])[CH3:11]. The catalyst is O. The product is [NH2:1][C:2]1[N:3]=[CH:4][CH:5]=[C:6]([NH:12][CH2:10][CH3:11])[N:7]=1. The yield is 1.00.